From a dataset of Peptide-MHC class I binding affinity with 185,985 pairs from IEDB/IMGT. Regression. Given a peptide amino acid sequence and an MHC pseudo amino acid sequence, predict their binding affinity value. This is MHC class I binding data. (1) The binding affinity (normalized) is 0.338. The peptide sequence is FTSFFYRY. The MHC is HLA-A01:01 with pseudo-sequence HLA-A01:01. (2) The peptide sequence is KRYKSIVKY. The MHC is Gogo-B0101 with pseudo-sequence Gogo-B0101. The binding affinity (normalized) is 0.574. (3) The peptide sequence is LPEIEDEVF. The MHC is HLA-B53:01 with pseudo-sequence HLA-B53:01. The binding affinity (normalized) is 0.342. (4) The peptide sequence is FWAWSVLRV. The MHC is HLA-A25:01 with pseudo-sequence HLA-A25:01. The binding affinity (normalized) is 0.0847. (5) The MHC is HLA-B44:03 with pseudo-sequence HLA-B44:03. The binding affinity (normalized) is 0. The peptide sequence is FDAAVSGGL. (6) The peptide sequence is ITAIYVFCI. The MHC is HLA-A02:06 with pseudo-sequence HLA-A02:06. The binding affinity (normalized) is 0.549.